Task: Predict the product of the given reaction.. Dataset: Forward reaction prediction with 1.9M reactions from USPTO patents (1976-2016) Given the reactants [CH3:1][O:2][C:3]([C:5]1([CH2:15][C:16]2[CH:21]=[CH:20][C:19]([Cl:22])=[CH:18][CH:17]=2)[CH2:9][CH2:8][C:7]([CH2:12][OH:13])([CH2:10][OH:11])[C:6]1=[O:14])=[O:4].CO[CH2:25][O:26][CH3:27].[Br-].[Li+].O.[C:31]1(C)C=CC(S(O)(=O)=O)=CC=1.[C:42](=[O:45])([O-])O.[Na+], predict the reaction product. The product is: [CH3:1][O:2][C:3]([C:5]1([CH2:15][C:16]2[CH:17]=[CH:18][C:19]([Cl:22])=[CH:20][CH:21]=2)[CH2:9][CH2:8][C:7]([CH2:12][O:13][CH2:27][O:26][CH3:25])([CH2:10][O:11][CH2:31][O:45][CH3:42])[C:6]1=[O:14])=[O:4].